Dataset: Full USPTO retrosynthesis dataset with 1.9M reactions from patents (1976-2016). Task: Predict the reactants needed to synthesize the given product. (1) Given the product [OH:21][NH:20][C:1]([C:3]1[CH:12]=[CH:11][C:6]([C:7]([NH:9][CH3:10])=[O:8])=[CH:5][CH:4]=1)=[NH:2], predict the reactants needed to synthesize it. The reactants are: [C:1]([C:3]1[CH:12]=[CH:11][C:6]([C:7]([NH:9][CH3:10])=[O:8])=[CH:5][CH:4]=1)#[N:2].C(=O)([O-])[O-].[K+].[K+].Cl.[NH2:20][OH:21]. (2) Given the product [Cl:12][C:8]1[CH:9]=[CH:10][CH:11]=[C:2]([C:13]2[CH2:18][CH2:17][CH2:16][CH2:15][CH:14]=2)[C:3]=1[C:4]([O:6][CH3:7])=[O:5], predict the reactants needed to synthesize it. The reactants are: Br[C:2]1[CH:11]=[CH:10][CH:9]=[C:8]([Cl:12])[C:3]=1[C:4]([O:6][CH3:7])=[O:5].[C:13]1(B2OC(C)(C)C(C)(C)O2)[CH2:18][CH2:17][CH2:16][CH2:15][CH:14]=1.C(=O)([O-])[O-].[Na+].[Na+]. (3) Given the product [CH2:1]([N:3]1[C:7]([CH3:8])=[C:6]([N:9]2[CH2:13][C@@:12]3([CH2:15][CH2:25][CH2:24][C@@:23]([CH2:31][N:32]4[C:36]5[CH:37]=[C:38]([C:41]#[N:42])[CH:39]=[CH:40][C:35]=5[N:34]=[CH:33]4)([CH3:22])[CH2:14]3)[O:11][C:10]2=[O:16])[CH:5]=[N:4]1)[CH3:2], predict the reactants needed to synthesize it. The reactants are: [CH2:1]([N:3]1[C:7]([CH3:8])=[C:6]([NH:9][C:10](=[O:16])[O:11][C:12]([CH3:15])([CH3:14])[CH3:13])[CH:5]=[N:4]1)[CH3:2].[Li]CCCC.[CH3:22][C@:23]1([CH2:31][N:32]2[C:36]3[CH:37]=[C:38]([C:41]#[N:42])[CH:39]=[CH:40][C:35]=3[N:34]=[CH:33]2)CCC[C@:25]2(OC2)[CH2:24]1.CN1C(=O)CCC1. (4) Given the product [CH3:18][NH:17][S:14]([CH2:13][C:10]1[CH:9]=[CH:8][C:7]2[NH:6][CH:5]=[C:4]([CH2:3][CH2:2][N:22]([CH3:23])[CH3:21])[C:12]=2[CH:11]=1)(=[O:16])=[O:15], predict the reactants needed to synthesize it. The reactants are: Cl[CH2:2][CH2:3][C:4]1[C:12]2[C:7](=[CH:8][CH:9]=[C:10]([CH2:13][S:14]([NH:17][CH3:18])(=[O:16])=[O:15])[CH:11]=2)[NH:6][CH:5]=1.[I-].[K+].[CH3:21][NH:22][CH3:23].C(=O)([O-])[O-].[Na+].[Na+].